Predict the reactants needed to synthesize the given product. From a dataset of Full USPTO retrosynthesis dataset with 1.9M reactions from patents (1976-2016). (1) Given the product [Cl:13][C:14]1[N:19]=[C:18]([N:3]2[CH2:4][CH:5]3[C:1]([NH:7][C:8]([CH:10]4[CH2:11][CH2:12]4)=[O:9])([CH2:6]3)[CH2:2]2)[C:17]([Cl:21])=[CH:16][N:15]=1, predict the reactants needed to synthesize it. The reactants are: [C:1]12([NH:7][C:8]([CH:10]3[CH2:12][CH2:11]3)=[O:9])[CH2:6][CH:5]1[CH2:4][NH:3][CH2:2]2.[Cl:13][C:14]1[N:19]=[C:18](Cl)[C:17]([Cl:21])=[CH:16][N:15]=1. (2) Given the product [Cl:14][C:5]1[CH:6]2[CH:2]([CH:1]3[O:10][CH:7]2[CH2:8][CH2:9]3)[C:3](=[O:12])[CH:4]=1, predict the reactants needed to synthesize it. The reactants are: [CH:1]12[O:10][CH:7]([CH2:8][CH2:9]1)[CH:6]1[CH:2]2[C:3](=[O:12])[CH2:4][C:5]1=O.P(Cl)(Cl)(Cl)(Cl)[Cl:14].